From a dataset of Reaction yield outcomes from USPTO patents with 853,638 reactions. Predict the reaction yield, written as a fraction of the theoretical maximum amount of product (1.0 means a 100% yield; for example, 0.34 means a 34% yield). (1) The reactants are [NH:1]1[CH2:6][CH2:5][CH2:4][C:3]2([C:14]3[C:9](=[CH:10][CH:11]=[CH:12][CH:13]=3)[NH:8][C:7]2=[O:15])[CH2:2]1.[Cl:16][CH2:17][CH2:18][O:19][CH3:20].[I-].[K+]. No catalyst specified. The product is [ClH:16].[CH3:20][O:19][CH2:18][CH2:17][N:1]1[CH2:6][CH2:5][CH2:4][C:3]2([C:14]3[C:9](=[CH:10][CH:11]=[CH:12][CH:13]=3)[NH:8][C:7]2=[O:15])[CH2:2]1. The yield is 0.740. (2) The reactants are [Na].CO[C:4](=O)[CH2:5][CH2:6][S:7][C:8]1[C:17]([C:18](=[O:26])[NH:19][CH2:20][C:21]2[S:22][CH:23]=[CH:24][CH:25]=2)=[CH:16][C:15]2[C:10](=[CH:11][CH:12]=[C:13]([C:27]([F:30])([F:29])[F:28])[CH:14]=2)[N:9]=1.I[CH2:33][CH2:34]CCC. The catalyst is CO. The product is [CH2:6]([S:7][C:8]1[C:17]([C:18]([NH:19][CH2:20][C:21]2[S:22][CH:23]=[CH:24][CH:25]=2)=[O:26])=[CH:16][C:15]2[C:10](=[CH:11][CH:12]=[C:13]([C:27]([F:30])([F:29])[F:28])[CH:14]=2)[N:9]=1)[CH2:5][CH2:4][CH2:33][CH3:34]. The yield is 0.380. (3) The reactants are [Cl:1][C:2]1[CH:3]=[C:4]([NH:9][CH2:10][C:11]([N:13]2[CH2:19][CH2:18][CH2:17][CH2:16][CH:15]([NH:20][C:21]3[C:22]4[CH:29]=[CH:28][NH:27][C:23]=4[N:24]=[CH:25][N:26]=3)[CH2:14]2)=[O:12])[CH:5]=[C:6]([Cl:8])[CH:7]=1.CO. The catalyst is C(Cl)Cl. The product is [Cl:1][C:2]1[CH:3]=[C:4]([NH:9][CH2:10][C:11]([N:13]2[CH2:19][CH:18]3[CH2:17][CH:16]2[CH:15]([NH:20][C:21]2[C:22]4[CH:29]=[CH:28][NH:27][C:23]=4[N:24]=[CH:25][N:26]=2)[CH2:14]3)=[O:12])[CH:5]=[C:6]([Cl:8])[CH:7]=1. The yield is 0.510. (4) The reactants are [NH2:1][C:2]1[CH:7]=[CH:6][CH:5]=[CH:4][CH:3]=1.[H-].[Na+].[Cl:10][C:11]1[C:16]([CH:17]=[O:18])=[C:15](Cl)[N:14]=[C:13]([S:20][CH3:21])[N:12]=1.O. The catalyst is CS(C)=O.CCOC(C)=O. The product is [Cl:10][C:11]1[C:16]([CH:17]=[O:18])=[C:15]([NH:1][C:2]2[CH:7]=[CH:6][CH:5]=[CH:4][CH:3]=2)[N:14]=[C:13]([S:20][CH3:21])[N:12]=1. The yield is 0.760. (5) The reactants are [NH2:1][C:2]1[CH:10]=[CH:9][CH:8]=[C:7]2[C:3]=1[CH:4]=[CH:5][NH:6]2.C(=O)([O-])[O-].[Na+].[Na+].Cl.C(O)C[CH2:20][CH3:21]. No catalyst specified. The product is [CH3:7][N:6]1[CH2:20][CH2:21][N:1]([C:2]2[CH:10]=[CH:9][CH:8]=[C:7]3[C:3]=2[CH:4]=[CH:5][NH:6]3)[CH2:4][CH2:5]1. The yield is 0.590.